This data is from Full USPTO retrosynthesis dataset with 1.9M reactions from patents (1976-2016). The task is: Predict the reactants needed to synthesize the given product. (1) Given the product [CH3:7][CH:8]1[CH2:13][CH2:12][CH2:11][CH:10]([CH3:14])[N:9]1[CH2:15][C:16]1[CH:21]=[C:20]([CH2:22][OH:23])[CH:19]=[CH:18][C:17]=1[C:26]1[CH:31]=[C:30]([O:32][CH3:33])[CH:29]=[CH:28][C:27]=1[F:34], predict the reactants needed to synthesize it. The reactants are: [H-].[H-].[H-].[H-].[Li+].[Al+3].[CH3:7][CH:8]1[CH2:13][CH2:12][CH2:11][CH:10]([CH3:14])[N:9]1[CH2:15][C:16]1[CH:21]=[C:20]([C:22](OC)=[O:23])[CH:19]=[CH:18][C:17]=1[C:26]1[CH:31]=[C:30]([O:32][CH3:33])[CH:29]=[CH:28][C:27]=1[F:34]. (2) Given the product [F:1][C:2]1[CH:26]=[C:25]([S:27]([C:30]2[CH:31]=[CH:32][CH:33]=[CH:34][CH:35]=2)(=[O:29])=[O:28])[CH:24]=[CH:23][C:3]=1[O:4][C:5]1[CH:6]=[C:7]([CH2:19][C:20]([OH:22])=[O:21])[CH:8]=[C:9]([CH3:36])[CH:10]=1, predict the reactants needed to synthesize it. The reactants are: [F:1][C:2]1[CH:26]=[C:25]([S:27]([C:30]2[CH:35]=[CH:34][CH:33]=[CH:32][CH:31]=2)(=[O:29])=[O:28])[CH:24]=[CH:23][C:3]=1[O:4][C:5]1[CH:6]=[C:7]([CH2:19][C:20]([OH:22])=[O:21])[CH:8]=[C:9](OS(C(F)(F)F)(=O)=O)[CH:10]=1.[CH3:36][Zn]C. (3) Given the product [OH:34][C:28]([C:30]([F:33])([F:32])[F:31])=[O:29].[C:1]([O:6][CH:7]([O:10][C:11](=[O:27])[CH2:12][CH:13]([CH2:18][NH2:19])[CH2:14][CH:15]([CH3:17])[CH3:16])[CH2:8][CH3:9])(=[O:5])[CH:2]([CH3:4])[CH3:3], predict the reactants needed to synthesize it. The reactants are: [C:1]([O:6][CH:7]([O:10][C:11](=[O:27])[CH2:12][CH:13]([CH2:18][NH:19]C(OC(C)(C)C)=O)[CH2:14][CH:15]([CH3:17])[CH3:16])[CH2:8][CH3:9])(=[O:5])[CH:2]([CH3:4])[CH3:3].[C:28]([OH:34])([C:30]([F:33])([F:32])[F:31])=[O:29]. (4) Given the product [OH:1][CH2:2][CH:3]1[CH2:8][N:7]2[N:9]=[C:10]([C:14]3[CH:19]=[CH:18][C:17]([O:20][C:21]4[CH:26]=[CH:25][CH:24]=[CH:23][CH:22]=4)=[CH:16][CH:15]=3)[C:11]([C:12]([NH2:13])=[O:31])=[C:6]2[NH:5][CH2:4]1, predict the reactants needed to synthesize it. The reactants are: [OH:1][CH2:2][CH:3]1[CH2:8][N:7]2[N:9]=[C:10]([C:14]3[CH:19]=[CH:18][C:17]([O:20][C:21]4[CH:26]=[CH:25][CH:24]=[CH:23][CH:22]=4)=[CH:16][CH:15]=3)[C:11]([C:12]#[N:13])=[C:6]2[NH:5][CH2:4]1.ClCCC(NC1C=C(C2N3N=C(C4C=CC(OC5C=CC=CC=5)=CC=4)C(C(N)=O)=C3NCC2)C=CC=1)=[O:31]. (5) The reactants are: [Cl:1][C:2]1[CH:7]=[C:6](F)[CH:5]=[CH:4][C:3]=1[C:9]([F:12])([F:11])[F:10].[CH3:13][Si:14]([CH3:19])([CH3:18])[CH2:15][CH2:16][OH:17].[H-].[Na+].S([O-])(O)(=O)=O.[K+]. Given the product [Cl:1][C:2]1[CH:7]=[C:6]([CH:5]=[CH:4][C:3]=1[C:9]([F:12])([F:11])[F:10])[O:17][CH2:16][CH2:15][Si:14]([CH3:19])([CH3:18])[CH3:13], predict the reactants needed to synthesize it. (6) Given the product [CH2:1]([N:5]([CH2:12][CH2:13][CH2:14][CH3:15])[CH2:6][CH2:7][C:8]([NH:10][C:16](=[O:17])[O:18][CH2:19][C:20]1[CH:25]=[CH:24][CH:23]=[CH:22][CH:21]=1)([CH3:11])[CH3:9])[CH2:2][CH2:3][CH3:4], predict the reactants needed to synthesize it. The reactants are: [CH2:1]([N:5]([CH2:12][CH2:13][CH2:14][CH3:15])[CH2:6][CH2:7][C:8]([CH3:11])([NH2:10])[CH3:9])[CH2:2][CH2:3][CH3:4].[C:16](ON1C(=O)CCC1=O)([O:18][CH2:19][C:20]1[CH:25]=[CH:24][CH:23]=[CH:22][CH:21]=1)=[O:17].